This data is from Catalyst prediction with 721,799 reactions and 888 catalyst types from USPTO. The task is: Predict which catalyst facilitates the given reaction. (1) Reactant: [CH2:1]([O:8][C:9]1[CH:10]=[C:11]([CH2:15][NH2:16])[CH:12]=[CH:13][CH:14]=1)[C:2]1[CH:7]=[CH:6][CH:5]=[CH:4][CH:3]=1.Cl[C:18]1[C:27]2[C:22](=[CH:23][CH:24]=[CH:25][CH:26]=2)[N:21]=[CH:20][CH:19]=1.CCN(C(C)C)C(C)C.CO.C(Cl)Cl. Product: [CH2:1]([O:8][C:9]1[CH:10]=[C:11]([CH:12]=[CH:13][CH:14]=1)[CH2:15][NH:16][C:18]1[C:27]2[C:22](=[CH:23][CH:24]=[CH:25][CH:26]=2)[N:21]=[CH:20][CH:19]=1)[C:2]1[CH:3]=[CH:4][CH:5]=[CH:6][CH:7]=1. The catalyst class is: 3. (2) Reactant: [NH2:1][C:2]1[C:12]([N+:13]([O-:15])=[O:14])=[CH:11][C:5]([C:6]([O:8][CH2:9][CH3:10])=[O:7])=[C:4](F)[CH:3]=1.[F:17][CH:18]([F:21])[CH2:19][OH:20].[H-].[Na+].C1COCC1. Product: [NH2:1][C:2]1[C:12]([N+:13]([O-:15])=[O:14])=[CH:11][C:5]([C:6]([O:8][CH2:9][CH3:10])=[O:7])=[C:4]([O:20][CH2:19][CH:18]([F:21])[F:17])[CH:3]=1. The catalyst class is: 3. (3) Reactant: [F:1][C:2]1[CH:3]=[CH:4][C:5]([NH:8][C:9]([C@@H:11]2[CH2:15][CH2:14][N:13](C(OCC3C=CC=CC=3)=O)[N:12]2[C:26](=[O:45])[C@@H:27]([CH2:33][N:34]([CH:43]=[O:44])[O:35]CC2C=CC=CC=2)[CH2:28][CH2:29][CH2:30][CH2:31][CH3:32])=[O:10])=[N:6][CH:7]=1. The catalyst class is: 105. Product: [F:1][C:2]1[CH:3]=[CH:4][C:5]([NH:8][C:9]([C@@H:11]2[CH2:15][CH2:14][NH:13][N:12]2[C:26](=[O:45])[C@@H:27]([CH2:33][N:34]([CH:43]=[O:44])[OH:35])[CH2:28][CH2:29][CH2:30][CH2:31][CH3:32])=[O:10])=[N:6][CH:7]=1.